Dataset: Catalyst prediction with 721,799 reactions and 888 catalyst types from USPTO. Task: Predict which catalyst facilitates the given reaction. (1) Reactant: [H-].[Na+].ClC1C2N=C(CC(F)(F)F)[N:9](Cl)C=2C=CC=1.[Cl:19][C:20]1[CH:21]=[C:22]2[C:26](=[CH:27][C:28]=1[Cl:29])[NH:25][C:24]([CH2:30][C:31]([F:34])([F:33])[F:32])=C2.Br[CH2:36][C:37]1[CH:42]=[CH:41][C:40]([N:43]2[CH:47]=[CH:46][CH:45]=[N:44]2)=[CH:39][CH:38]=1.[NH4+].[Cl-]. The catalyst class is: 3. Product: [Cl:29][C:28]1[C:20]([Cl:19])=[CH:21][C:22]2[N:9]([CH2:36][C:37]3[CH:42]=[CH:41][C:40]([N:43]4[CH:47]=[CH:46][CH:45]=[N:44]4)=[CH:39][CH:38]=3)[C:24]([CH2:30][C:31]([F:32])([F:33])[F:34])=[N:25][C:26]=2[CH:27]=1. (2) Reactant: C([O:5][C:6](=[O:43])[CH2:7][CH2:8][N:9]1[CH2:14][CH2:13][N:12]([CH2:15][C:16]2[C:17]([C:37]3[CH:42]=[CH:41][CH:40]=[CH:39][CH:38]=3)=[N:18][C:19]3[C:24]([C:25]=2[C:26](=[O:36])[NH:27][C@H:28]([CH:30]2[CH2:35][CH2:34][CH2:33][CH2:32][CH2:31]2)[CH3:29])=[CH:23][CH:22]=[CH:21][CH:20]=3)[CH2:11][CH2:10]1)(C)(C)C.FC(F)(F)C(O)=O. Product: [CH:30]1([C@@H:28]([NH:27][C:26]([C:25]2[C:24]3[C:19](=[CH:20][CH:21]=[CH:22][CH:23]=3)[N:18]=[C:17]([C:37]3[CH:42]=[CH:41][CH:40]=[CH:39][CH:38]=3)[C:16]=2[CH2:15][N:12]2[CH2:11][CH2:10][N:9]([CH2:8][CH2:7][C:6]([OH:43])=[O:5])[CH2:14][CH2:13]2)=[O:36])[CH3:29])[CH2:35][CH2:34][CH2:33][CH2:32][CH2:31]1. The catalyst class is: 2. (3) Reactant: [F:1][C:2]1[CH:10]=[CH:9][C:8]([CH2:11][C:12]2[C:21]3[C:16](=[CH:17][CH:18]=[CH:19][CH:20]=3)[C:15](=[O:22])[NH:14][N:13]=2)=[CH:7][C:3]=1[C:4]([OH:6])=O.[OH:23][CH:24]1[CH2:29][CH2:28][NH:27][CH2:26][CH2:25]1.C(N(CC)CC)C.F[P-](F)(F)(F)(F)F.N1(OC(N(C)C)=[N+](C)C)C2C=CC=CC=2N=N1. Product: [F:1][C:2]1[CH:10]=[CH:9][C:8]([CH2:11][C:12]2[C:21]3[C:16](=[CH:17][CH:18]=[CH:19][CH:20]=3)[C:15](=[O:22])[NH:14][N:13]=2)=[CH:7][C:3]=1[C:4]([N:27]1[CH2:28][CH2:29][CH:24]([OH:23])[CH2:25][CH2:26]1)=[O:6]. The catalyst class is: 395. (4) Reactant: [CH2:1]([O:8][C:9]1[CH:14]=[CH:13][C:12]([CH2:15][C:16]([OH:18])=O)=[CH:11][CH:10]=1)[C:2]1[CH:7]=[CH:6][CH:5]=[CH:4][CH:3]=1.[C:19](OC(=O)C)(=O)C. Product: [CH2:1]([O:8][C:9]1[CH:10]=[CH:11][C:12]([CH2:15][C:16](=[O:18])[CH3:19])=[CH:13][CH:14]=1)[C:2]1[CH:3]=[CH:4][CH:5]=[CH:6][CH:7]=1. The catalyst class is: 17. (5) Reactant: [CH3:1][O:2][C@H:3]1[O:8][C@H:7]([CH2:9][OH:10])[C@@H:6]([OH:11])[C@H:5]([OH:12])[C@H:4]1[OH:13].CO[CH:16](OC)[C:17]1[CH:22]=[CH:21][CH:20]=[CH:19][CH:18]=1.C12(CS(O)(=O)=O)C(C)(C)C(CC1)CC2=O.C(N(CC)CC)C. Product: [CH3:1][O:2][C@H:3]1[O:8][C@@H:7]2[CH2:9][O:10][C@@H:16]([C:17]3[CH:22]=[CH:21][CH:20]=[CH:19][CH:18]=3)[O:11][C@H:6]2[C@H:5]([OH:12])[C@H:4]1[OH:13]. The catalyst class is: 115. (6) The catalyst class is: 6. Product: [Cl:10][C:11]1[N:16]=[C:15]([NH:9][C:6]2[CH:5]=[C:4]([CH:1]3[CH2:3][CH2:2]3)[NH:8][N:7]=2)[CH:14]=[C:13]([CH3:18])[N:12]=1. Reactant: [CH:1]1([C:4]2[NH:8][N:7]=[C:6]([NH2:9])[CH:5]=2)[CH2:3][CH2:2]1.[Cl:10][C:11]1[N:16]=[C:15](Cl)[CH:14]=[C:13]([CH3:18])[N:12]=1.CCN(C(C)C)C(C)C.CCO. (7) Reactant: C(OC(=O)[NH:7][C@@H:8]1[C@@H:12]([N:13]2[CH2:18][CH:17]([CH3:19])[CH2:16][CH2:15][C:14]2=[O:20])[CH2:11][N:10]([C:21]2[N:26]=[CH:25][C:24]([O:27][CH2:28][CH2:29][C@H:30]([CH:32]3[CH2:37][CH2:36][N:35]([C:38]4[O:42][N:41]=[C:40]([CH:43]([CH3:45])[CH3:44])[N:39]=4)[CH2:34][CH2:33]3)[CH3:31])=[CH:23][N:22]=2)[CH2:9]1)(C)(C)C.C(O)(C(F)(F)F)=O. Product: [NH2:7][C@H:8]1[CH2:9][N:10]([C:21]2[N:22]=[CH:23][C:24]([O:27][CH2:28][CH2:29][C@H:30]([CH:32]3[CH2:33][CH2:34][N:35]([C:38]4[O:42][N:41]=[C:40]([CH:43]([CH3:44])[CH3:45])[N:39]=4)[CH2:36][CH2:37]3)[CH3:31])=[CH:25][N:26]=2)[CH2:11][C@@H:12]1[N:13]1[CH2:18][CH:17]([CH3:19])[CH2:16][CH2:15][C:14]1=[O:20]. The catalyst class is: 2.